Dataset: Forward reaction prediction with 1.9M reactions from USPTO patents (1976-2016). Task: Predict the product of the given reaction. (1) Given the reactants [Br:1][C:2]1[CH:7]=[CH:6][N:5]=[C:4]2[N:8](S(C3C=CC=CC=3)(=O)=O)[C:9]([CH:11]([F:13])[F:12])=[CH:10][C:3]=12.CCCC[N+](CCCC)(CCCC)CCCC.[F-].CO, predict the reaction product. The product is: [Br:1][C:2]1[CH:7]=[CH:6][N:5]=[C:4]2[NH:8][C:9]([CH:11]([F:12])[F:13])=[CH:10][C:3]=12. (2) Given the reactants [S:1](=[O:23])(=[O:22])([O:3][CH2:4][CH2:5][CH2:6][CH2:7][CH2:8][CH2:9][CH2:10][O:11][S:12]([C:15]1[CH:21]=[CH:20][C:18]([CH3:19])=[CH:17][CH:16]=1)(=[O:14])=[O:13])[NH2:2], predict the reaction product. The product is: [CH3:19][C:18]1[CH:17]=[CH:16][C:15]([S:12]([O:11][CH2:10][CH2:9][CH2:8][CH2:7][CH:6]2[CH2:5][CH2:4][O:3][S:1](=[O:23])(=[O:22])[NH:2]2)(=[O:13])=[O:14])=[CH:21][CH:20]=1. (3) Given the reactants [NH2:1][CH2:2][C:3]1[C:4]([F:20])=[C:5]([O:10][C:11]2[CH:12]=[C:13]([CH:16]=[C:17](Br)[CH:18]=2)[C:14]#[N:15])[C:6]([Cl:9])=[CH:7][CH:8]=1.[CH:21]([Zn]C(C)C)([CH3:23])[CH3:22].C([Zn]CCC)CC.NCC1C(F)=C(OC2C=C(C=C(C(C)C)C=2)C#N)C(Cl)=CC=1, predict the reaction product. The product is: [NH2:1][CH2:2][C:3]1[C:4]([F:20])=[C:5]([O:10][C:11]2[CH:12]=[C:13]([CH:16]=[C:17]([CH2:22][CH2:21][CH3:23])[CH:18]=2)[C:14]#[N:15])[C:6]([Cl:9])=[CH:7][CH:8]=1. (4) Given the reactants [C:1]([O:4][CH2:5][C@@H:6]([CH3:12])[CH2:7][C@@H:8]([CH3:11])[CH2:9][OH:10])(=[O:3])[CH3:2].[C:13]1([CH3:23])[CH:18]=[CH:17][C:16]([S:19](Cl)(=[O:21])=[O:20])=[CH:15][CH:14]=1, predict the reaction product. The product is: [C:1]([O:4][CH2:5][C@@H:6]([CH3:12])[CH2:7][C@@H:8]([CH3:11])[CH2:9][O:10][S:19]([C:16]1[CH:17]=[CH:18][C:13]([CH3:23])=[CH:14][CH:15]=1)(=[O:21])=[O:20])(=[O:3])[CH3:2]. (5) Given the reactants Cl.C([O:4][CH:5](OCC)[CH2:6][O:7][C:8]1[CH:13]=[CH:12][C:11]([CH2:14][CH2:15][OH:16])=[CH:10][CH:9]=1)C, predict the reaction product. The product is: [OH:16][CH2:15][CH2:14][C:11]1[CH:12]=[CH:13][C:8]([O:7][CH2:6][CH:5]=[O:4])=[CH:9][CH:10]=1. (6) Given the reactants [CH2:1]([NH:5][C:6]1[N:11]=[C:10]([NH:12][CH2:13][CH2:14][CH3:15])[N:9]=[C:8]([NH:16][CH2:17][C:18]#[CH:19])[N:7]=1)[CH2:2][CH2:3][CH3:4].[OH:20][S:21]([OH:24])(=[O:23])=[O:22].S(O)(O)(=O)=O.CN(C)C1N=C(NCCC)N=C(NCC#C)N=1.CN(C)C1N=C(NCCC)N=C(NCC#C)N=1, predict the reaction product. The product is: [S:21]([OH:24])([OH:23])(=[O:22])=[O:20].[CH2:1]([NH:5][C:6]1[N:11]=[C:10]([NH:12][CH2:13][CH2:14][CH3:15])[N:9]=[C:8]([NH:16][CH2:17][C:18]#[CH:19])[N:7]=1)[CH2:2][CH2:3][CH3:4].[CH2:1]([NH:5][C:6]1[N:11]=[C:10]([NH:12][CH2:13][CH2:14][CH3:15])[N:9]=[C:8]([NH:16][CH2:17][C:18]#[CH:19])[N:7]=1)[CH2:2][CH2:3][CH3:4]. (7) Given the reactants [Cl:1][C:2]1[CH:7]=[CH:6][CH:5]=[CH:4][C:3]=1[CH2:8][C:9]([OH:11])=O.[CH3:12][C:13]1(C)[O:18]C(=O)[CH2:16][C:15](=O)[O:14]1, predict the reaction product. The product is: [Cl:1][C:2]1[CH:7]=[CH:6][CH:5]=[CH:4][C:3]=1[CH2:8][C:9](=[O:11])[CH2:12][C:13]([O:14][CH2:15][CH3:16])=[O:18].